Task: Predict the reaction yield, written as a fraction of the theoretical maximum amount of product (1.0 means a 100% yield; for example, 0.34 means a 34% yield).. Dataset: Reaction yield outcomes from USPTO patents with 853,638 reactions The catalyst is C1COCC1.[O-]CC.[Ti+4].[O-]CC.[O-]CC.[O-]CC. The product is [C:2]([S@@:5](/[N:7]=[CH:8]/[CH:10]1[CH2:15][CH2:14][N:13]([C:16]([O:18][C:19]([CH3:20])([CH3:22])[CH3:21])=[O:17])[CH2:12][CH2:11]1)=[O:6])([CH3:4])([CH3:3])[CH3:1]. The reactants are [CH3:1][C:2]([S@@:5]([NH2:7])=[O:6])([CH3:4])[CH3:3].[CH:8]([CH:10]1[CH2:15][CH2:14][N:13]([C:16]([O:18][C:19]([CH3:22])([CH3:21])[CH3:20])=[O:17])[CH2:12][CH2:11]1)=O. The yield is 0.850.